From a dataset of Catalyst prediction with 721,799 reactions and 888 catalyst types from USPTO. Predict which catalyst facilitates the given reaction. (1) Reactant: [F:1][C:2]1[CH:3]=[C:4]([CH:33]=[CH:34][C:35]=1[F:36])[CH2:5][NH:6][C:7]([C:9]1[C:17]2[C:12](=[CH:13][C:14]([C:18]([O:20]CC)=[O:19])=[CH:15][CH:16]=2)[N:11]([CH2:23][C:24]2[CH:29]=[CH:28][CH:27]=[CH:26][N:25]=2)[C:10]=1[CH:30]([CH3:32])[CH3:31])=[O:8].[OH-].[Na+].O. Product: [F:1][C:2]1[CH:3]=[C:4]([CH:33]=[CH:34][C:35]=1[F:36])[CH2:5][NH:6][C:7]([C:9]1[C:17]2[C:12](=[CH:13][C:14]([C:18]([OH:20])=[O:19])=[CH:15][CH:16]=2)[N:11]([CH2:23][C:24]2[CH:29]=[CH:28][CH:27]=[CH:26][N:25]=2)[C:10]=1[CH:30]([CH3:32])[CH3:31])=[O:8]. The catalyst class is: 14. (2) Reactant: [F:1][C:2]([F:45])([F:44])[C:3]1[CH:4]=[C:5]([N:13]([CH3:43])[C:14]([N:16]([CH3:42])[C@H:17]2[C@H:21]([C:22]3[CH:27]=[CH:26][C:25]([F:28])=[CH:24][CH:23]=3)[CH2:20][N:19]([C:29]([C@H:31]3[CH2:36][CH2:35][C@H:34]([NH:37][S:38]([CH3:41])(=[O:40])=[O:39])[CH2:33][CH2:32]3)=[O:30])[CH2:18]2)=[O:15])[CH:6]=[C:7]([C:9]([F:12])([F:11])[F:10])[CH:8]=1.[CH3:46]C(C)([O-])C.[K+].CI. Product: [F:45][C:2]([F:44])([F:1])[C:3]1[CH:4]=[C:5]([N:13]([CH3:43])[C:14]([N:16]([CH3:42])[C@H:17]2[C@H:21]([C:22]3[CH:23]=[CH:24][C:25]([F:28])=[CH:26][CH:27]=3)[CH2:20][N:19]([C:29]([C@H:31]3[CH2:32][CH2:33][C@H:34]([N:37]([CH3:46])[S:38]([CH3:41])(=[O:39])=[O:40])[CH2:35][CH2:36]3)=[O:30])[CH2:18]2)=[O:15])[CH:6]=[C:7]([C:9]([F:10])([F:11])[F:12])[CH:8]=1. The catalyst class is: 3.